From a dataset of Catalyst prediction with 721,799 reactions and 888 catalyst types from USPTO. Predict which catalyst facilitates the given reaction. The catalyst class is: 1. Product: [Cl:17][C:18]1[N:19]=[C:20]([O:14][CH:11]2[CH2:12][CH2:13][N:8]([C:6]([O:5][C:1]([CH3:4])([CH3:2])[CH3:3])=[O:7])[CH2:9][CH2:10]2)[CH:21]=[CH:22][CH:23]=1. Reactant: [C:1]([O:5][C:6]([N:8]1[CH2:13][CH2:12][CH:11]([OH:14])[CH2:10][CH2:9]1)=[O:7])([CH3:4])([CH3:3])[CH3:2].[H-].[Na+].[Cl:17][C:18]1[CH:23]=[CH:22][CH:21]=[C:20](Cl)[N:19]=1.